This data is from Full USPTO retrosynthesis dataset with 1.9M reactions from patents (1976-2016). The task is: Predict the reactants needed to synthesize the given product. Given the product [C:15]1([S:12]([N:8]2[C:4]3[N:5]=[CH:6][N:7]=[C:2]([N:36]4[CH2:37][CH2:38][CH:33]([CH2:32][NH:31][C:29](=[O:30])[C:28]5[CH:27]=[CH:26][C:25]([C:21]([CH3:23])([CH3:22])[CH3:24])=[CH:40][CH:39]=5)[CH2:34][CH2:35]4)[C:3]=3[CH:10]=[C:9]2[I:11])(=[O:14])=[O:13])[CH:20]=[CH:19][CH:18]=[CH:17][CH:16]=1, predict the reactants needed to synthesize it. The reactants are: Cl[C:2]1[C:3]2[CH:10]=[C:9]([I:11])[N:8]([S:12]([C:15]3[CH:20]=[CH:19][CH:18]=[CH:17][CH:16]=3)(=[O:14])=[O:13])[C:4]=2[N:5]=[CH:6][N:7]=1.[C:21]([C:25]1[CH:40]=[CH:39][C:28]([C:29]([NH:31][CH2:32][CH:33]2[CH2:38][CH2:37][NH:36][CH2:35][CH2:34]2)=[O:30])=[CH:27][CH:26]=1)([CH3:24])([CH3:23])[CH3:22].C(N(CC)CC)C.